The task is: Regression. Given a peptide amino acid sequence and an MHC pseudo amino acid sequence, predict their binding affinity value. This is MHC class II binding data.. This data is from Peptide-MHC class II binding affinity with 134,281 pairs from IEDB. The peptide sequence is SLLVAPMPTASTAQI. The MHC is HLA-DQA10501-DQB10201 with pseudo-sequence HLA-DQA10501-DQB10201. The binding affinity (normalized) is 0.211.